From a dataset of Reaction yield outcomes from USPTO patents with 853,638 reactions. Predict the reaction yield, written as a fraction of the theoretical maximum amount of product (1.0 means a 100% yield; for example, 0.34 means a 34% yield). (1) The reactants are Cl[C:2]1[C:3]([N+:15]([O-:17])=[O:16])=[C:4]([C:9]([N+:12]([O-:14])=[O:13])=[CH:10][CH:11]=1)[C:5]([O:7][CH3:8])=[O:6].[N:18]1([CH2:21][CH2:22][OH:23])[CH2:20][CH2:19]1.[Li+].[Br-].[Cl-:26].[Na+].O. The catalyst is CN(C=O)C. The product is [Cl:26][CH2:20][CH2:19][N:18]([CH2:21][CH2:22][OH:23])[C:2]1[C:3]([N+:15]([O-:17])=[O:16])=[C:4]([C:9]([N+:12]([O-:14])=[O:13])=[CH:10][CH:11]=1)[C:5]([O:7][CH3:8])=[O:6]. The yield is 0.360. (2) The reactants are [NH2:1][C:2]1[CH:25]=[CH:24][C:5]([C:6]([NH:8][CH2:9][C:10]2[CH:15]=[CH:14][C:13]([O:16][CH2:17][C:18]3[CH:23]=[CH:22][CH:21]=[CH:20][CH:19]=3)=[CH:12][CH:11]=2)=[O:7])=[CH:4][N:3]=1.C=O.O.[C:29]([O:32][CH2:33]C)(=O)[CH3:30]. The catalyst is C(O)C. The product is [CH2:17]([O:16][C:13]1[CH:14]=[CH:15][C:10]([CH2:9][NH:8][C:6](=[O:7])[C:5]2[CH:24]=[CH:25][C:2]([NH:1][CH2:33][O:32][CH2:29][CH3:30])=[N:3][CH:4]=2)=[CH:11][CH:12]=1)[C:18]1[CH:19]=[CH:20][CH:21]=[CH:22][CH:23]=1. The yield is 0.400. (3) The reactants are [CH3:1][O:2][C:3](=[O:21])[C:4]1[CH:9]=[CH:8][C:7]([NH:10][C:11]([O:13][C:14]([CH3:17])([CH3:16])[CH3:15])=[O:12])=[CH:6][C:5]=1[N+:18]([O-])=O. The catalyst is C(OCC)(=O)C.[Pd]. The product is [CH3:1][O:2][C:3](=[O:21])[C:4]1[CH:9]=[CH:8][C:7]([NH:10][C:11]([O:13][C:14]([CH3:15])([CH3:17])[CH3:16])=[O:12])=[CH:6][C:5]=1[NH2:18]. The yield is 0.990. (4) The reactants are [H-].[Na+].[CH3:3][C:4]1[CH:9]=[CH:8][C:7]([S:10]([O:13][C:14]2[C:23]3[C:18](=[CH:19][CH:20]=[CH:21][CH:22]=3)[C:17](=[O:24])[NH:16][N:15]=2)(=[O:12])=[O:11])=[CH:6][CH:5]=1.Br[CH2:26][C:27]([N:29]([CH2:38][CH3:39])[C:30]1[CH:35]=[CH:34][C:33]([CH2:36][CH3:37])=[CH:32][CH:31]=1)=[O:28].[Na+].[I-]. The catalyst is CN(C)C=O. The product is [CH3:3][C:4]1[CH:9]=[CH:8][C:7]([S:10]([O:13][C:14]2[C:23]3[C:18](=[CH:19][CH:20]=[CH:21][CH:22]=3)[C:17](=[O:24])[N:16]([CH2:26][C:27]([N:29]([CH2:38][CH3:39])[C:30]3[CH:35]=[CH:34][C:33]([CH2:36][CH3:37])=[CH:32][CH:31]=3)=[O:28])[N:15]=2)(=[O:12])=[O:11])=[CH:6][CH:5]=1. The yield is 0.482. (5) The reactants are Cl[C:2]1[CH:3]=[CH:4][C:5]2[N:11]3[CH2:12][C@H:8]([CH2:9][CH2:10]3)[NH:7][C:6]=2[N:13]=1.[F:14][C:15]([F:26])([F:25])[C:16]1[CH:17]=[C:18](B(O)O)[CH:19]=[CH:20][CH:21]=1.C([O-])([O-])=O.[Cs+].[Cs+]. The catalyst is O1CCOCC1.O.C([O-])(=O)C.[Pd+2].C([O-])(=O)C.C1(P(C2CCCCC2)C2C=CC=CC=2C2C(C(C)C)=CC(C(C)C)=CC=2C(C)C)CCCCC1.C1(P(C2CCCCC2)C2C=CC=CC=2C2C(C(C)C)=CC(C(C)C)=CC=2C(C)C)CCCCC1. The product is [F:14][C:15]([F:26])([F:25])[C:16]1[CH:21]=[C:20]([C:2]2[CH:3]=[CH:4][C:5]3[N:11]4[CH2:12][C@H:8]([CH2:9][CH2:10]4)[NH:7][C:6]=3[N:13]=2)[CH:19]=[CH:18][CH:17]=1. The yield is 0.570. (6) The reactants are [CH3:1][O:2][C:3]1[N:8]=[C:7]([NH:9][C:10]2[S:11][C:12]([C:15]([O:17]CC)=[O:16])=[CH:13][N:14]=2)[CH:6]=[C:5]([O:20][CH3:21])[N:4]=1.[OH-].[Na+]. The catalyst is CCO. The product is [CH3:1][O:2][C:3]1[N:8]=[C:7]([NH:9][C:10]2[S:11][C:12]([C:15]([OH:17])=[O:16])=[CH:13][N:14]=2)[CH:6]=[C:5]([O:20][CH3:21])[N:4]=1. The yield is 0.890. (7) The reactants are [OH:1][CH2:2][CH2:3][N:4]1[C:9](=[O:10])[CH:8]=[CH:7][C:6]([C:11]2[CH:16]=[CH:15][CH:14]=[CH:13][CH:12]=2)=[N:5]1.[H-].[Na+].[Cl:19][C:20]1[CH:25]=[C:24](F)[CH:23]=[CH:22][N:21]=1.C([O-])(O)=O.[Na+]. The product is [Cl:19][C:20]1[CH:25]=[C:24]([O:1][CH2:2][CH2:3][N:4]2[C:9](=[O:10])[CH:8]=[CH:7][C:6]([C:11]3[CH:16]=[CH:15][CH:14]=[CH:13][CH:12]=3)=[N:5]2)[CH:23]=[CH:22][N:21]=1. The catalyst is CN(C)C=O. The yield is 0.780. (8) The product is [NH2:8][CH:9]1[CH2:10][CH2:11][N:12]([CH2:15][C:16]2[CH:17]=[C:18]([NH:25][C:26]3[CH:31]=[CH:30][CH:29]=[CH:28][CH:27]=3)[C:19]3[N:20]([CH:22]=[CH:23][N:24]=3)[N:21]=2)[CH2:13][CH2:14]1. The reactants are C([NH:8][CH:9]1[CH2:14][CH2:13][N:12]([CH2:15][C:16]2[CH:17]=[C:18]([N:25](CC3C=CC(OC)=CC=3)[C:26]3[CH:31]=[CH:30][CH:29]=[CH:28][CH:27]=3)[C:19]3[N:20]([CH:22]=[CH:23][N:24]=3)[N:21]=2)[CH2:11][CH2:10]1)C1C=CC=CC=1.CC(O)=O.[H][H].C(O)(C(F)(F)F)=O. The catalyst is [Pd].CO. The yield is 0.496. (9) The reactants are Cl[C:2]1[N:6]([CH3:7])[N:5]=[CH:4][C:3]=1[N+:8]([O-:10])=[O:9].[NH2:11][CH2:12][CH2:13][CH2:14][NH:15][C:16](=[O:22])[O:17][C:18]([CH3:21])([CH3:20])[CH3:19].CCN(C(C)C)C(C)C. The catalyst is CCO. The product is [CH3:7][N:6]1[C:2]([NH:11][CH2:12][CH2:13][CH2:14][NH:15][C:16](=[O:22])[O:17][C:18]([CH3:20])([CH3:19])[CH3:21])=[C:3]([N+:8]([O-:10])=[O:9])[CH:4]=[N:5]1. The yield is 0.850.